Task: Predict the reaction yield, written as a fraction of the theoretical maximum amount of product (1.0 means a 100% yield; for example, 0.34 means a 34% yield).. Dataset: Reaction yield outcomes from USPTO patents with 853,638 reactions (1) The reactants are CCN=C=NCCCN(C)C.[C:12]([C:15]1[NH:19][C:18]2[S:20][C:21]([Cl:23])=[CH:22][C:17]=2[CH:16]=1)([OH:14])=O.[NH2:24][CH:25]1[CH2:34][C:33]2[C:28](=[CH:29][CH:30]=[CH:31][CH:32]=2)[N:27]([CH2:35][CH2:36][S:37][CH3:38])[C:26]1=[O:39].ON1C2C=CC=CC=2N=N1. The catalyst is C(Cl)Cl. The product is [Cl:23][C:21]1[S:20][C:18]2[NH:19][C:15]([C:12]([NH:24][CH:25]3[CH2:34][C:33]4[C:28](=[CH:29][CH:30]=[CH:31][CH:32]=4)[N:27]([CH2:35][CH2:36][S:37][CH3:38])[C:26]3=[O:39])=[O:14])=[CH:16][C:17]=2[CH:22]=1. The yield is 0.400. (2) The yield is 0.900. The reactants are [NH:1]1[CH:5]=[C:4]([CH2:6][CH2:7][C:8]([OH:10])=[O:9])[N:3]=[CH:2]1.OS(O)(=O)=O.[CH3:16]O. The product is [CH3:16][O:9][C:8](=[O:10])[CH2:7][CH2:6][C:4]1[N:3]=[CH:2][NH:1][CH:5]=1. No catalyst specified. (3) The reactants are C([O:5][CH2:6][CH2:7][N:8]1[C:16]2[C:11](=[CH:12][CH:13]=[C:14]([F:17])[CH:15]=2)[C:10]([C:18](=[O:35])[CH:19]([NH:26][C:27]2[CH:32]=[CH:31][CH:30]=[C:29]([O:33][CH3:34])[CH:28]=2)[C:20]2[CH:25]=[CH:24][CH:23]=[CH:22][CH:21]=2)=[CH:9]1)(C)(C)C.O1CCOCC1.C(=O)([O-])[O-].[K+].[K+]. The catalyst is Cl. The product is [F:17][C:14]1[CH:15]=[C:16]2[C:11]([C:10]([C:18](=[O:35])[CH:19]([NH:26][C:27]3[CH:32]=[CH:31][CH:30]=[C:29]([O:33][CH3:34])[CH:28]=3)[C:20]3[CH:21]=[CH:22][CH:23]=[CH:24][CH:25]=3)=[CH:9][N:8]2[CH2:7][CH2:6][OH:5])=[CH:12][CH:13]=1. The yield is 0.110. (4) The reactants are [CH2:1]([N:5]([CH3:26])[C:6]1[CH:11]=[C:10]([CH3:12])[CH:9]=[CH:8][C:7]=1[NH:13][C:14](=[O:25])[NH:15][C:16]1[S:17][CH:18]=[C:19]([CH2:21][C:22]([OH:24])=O)[N:20]=1)[CH:2]([CH3:4])[CH3:3].[CH3:27][NH2:28]. No catalyst specified. The product is [CH2:1]([N:5]([CH3:26])[C:6]1[CH:11]=[C:10]([CH3:12])[CH:9]=[CH:8][C:7]=1[NH:13][C:14](=[O:25])[NH:15][C:16]1[S:17][CH:18]=[C:19]([CH2:21][C:22]([NH:28][CH3:27])=[O:24])[N:20]=1)[CH:2]([CH3:3])[CH3:4]. The yield is 0.650. (5) The product is [CH3:1][O:2][C:3]([C:4]1[CH:9]=[CH:8][C:7]([C:17]2[CH:18]=[CH:19][C:14]([Cl:13])=[CH:15][CH:16]=2)=[C:6]([CH3:11])[CH:5]=1)=[O:12]. The catalyst is C1C=CC(P(C2C=CC=CC=2)[C-]2C=CC=C2)=CC=1.C1C=CC(P(C2C=CC=CC=2)[C-]2C=CC=C2)=CC=1.Cl[Pd]Cl.[Fe+2]. The yield is 0.670. The reactants are [CH3:1][O:2][C:3](=[O:12])[C:4]1[CH:9]=[CH:8][C:7](Br)=[C:6]([CH3:11])[CH:5]=1.[Cl:13][C:14]1[CH:19]=[CH:18][C:17](B(O)O)=[CH:16][CH:15]=1.C(=O)([O-])[O-].[Cs+].[Cs+].